From a dataset of Full USPTO retrosynthesis dataset with 1.9M reactions from patents (1976-2016). Predict the reactants needed to synthesize the given product. (1) Given the product [F:1][C:2]1[CH:7]=[C:6]([I:8])[CH:5]=[CH:4][C:3]=1[NH:9][C:10]1[CH:15]=[C:14]([O:22][CH3:21])[CH:13]=[C:12]([F:17])[C:11]=1[N+:18]([O-:20])=[O:19], predict the reactants needed to synthesize it. The reactants are: [F:1][C:2]1[CH:7]=[C:6]([I:8])[CH:5]=[CH:4][C:3]=1[NH:9][C:10]1[CH:15]=[C:14](F)[CH:13]=[C:12]([F:17])[C:11]=1[N+:18]([O-:20])=[O:19].[CH3:21][O-:22].[Na+]. (2) Given the product [Br:1][C:2]1[CH:3]=[C:4]2[C:9](=[CH:10][CH:11]=1)[CH2:8][C:7]1([O:15][CH2:14][CH2:13][O:12]1)[CH2:6][CH2:5]2, predict the reactants needed to synthesize it. The reactants are: [Br:1][C:2]1[CH:3]=[C:4]2[C:9](=[CH:10][CH:11]=1)[CH2:8][C:7](=[O:12])[CH2:6][CH2:5]2.[CH2:13](O)[CH2:14][OH:15]. (3) Given the product [Cl:23][C:20]1[CH:21]=[CH:22][C:17]([C@@:10]23[O:16][C@@:7]([CH2:35][OH:36])([CH2:8][O:9]2)[C@@H:6]([OH:40])[C@H:5]([OH:4])[C@H:11]3[OH:12])=[CH:18][C:19]=1[C:24]([C:25]1[CH:26]=[CH:27][C:28]([O:31][CH2:32][CH3:33])=[CH:29][CH:30]=1)=[O:34], predict the reactants needed to synthesize it. The reactants are: C([O:4][C@@H:5]1[C@@H:11]([O:12]C(=O)C)[C@:10]2([C:17]3[CH:22]=[CH:21][C:20]([Cl:23])=[C:19]([C:24](=[O:34])[C:25]4[CH:30]=[CH:29][C:28]([O:31][CH2:32][CH3:33])=[CH:27][CH:26]=4)[CH:18]=3)[O:16][C@@:7]([CH2:35][O:36]C(=O)C)([CH2:8][O:9]2)[C@H:6]1[O:40]C(=O)C)(=O)C.C[O-].[Na+]. (4) Given the product [CH3:50][C:2]([CH3:1])([CH3:49])[C:3]([O:5][CH:6]([NH2:48])[O:7][C:8](=[O:47])[N:9]=[CH:10][C:11]1[CH:16]=[CH:15][C:14]([OH:17])=[C:13]([S:25](=[O:45])(=[O:46])[NH:26][CH2:27][CH2:28][C:29]2[CH:34]=[CH:33][C:32]([CH:35]([CH3:37])[CH3:36])=[CH:31][C:30]=2[O:38][CH2:39][C:40]([O:42][CH2:43][CH3:44])=[O:41])[CH:12]=1)=[O:4], predict the reactants needed to synthesize it. The reactants are: [CH3:1][C:2]([CH3:50])([CH3:49])[C:3]([O:5][CH:6]([NH2:48])[O:7][C:8](=[O:47])[N:9]=[CH:10][C:11]1[CH:16]=[CH:15][C:14]([O:17]CC2C=CC=CC=2)=[C:13]([S:25](=[O:46])(=[O:45])[NH:26][CH2:27][CH2:28][C:29]2[CH:34]=[CH:33][C:32]([CH:35]([CH3:37])[CH3:36])=[CH:31][C:30]=2[O:38][CH2:39][C:40]([O:42][CH2:43][CH3:44])=[O:41])[CH:12]=1)=[O:4]. (5) The reactants are: [C:1]([O:5][C:6]([NH:8][C:9]1[CH:14]=[C:13](/[CH:15]=[CH:16]\[C:17]([F:20])([F:19])[F:18])[N:12]=[C:11]([C:21]([O:23][CH3:24])=[O:22])[C:10]=1Cl)=[O:7])([CH3:4])([CH3:3])[CH3:2]. Given the product [C:1]([O:5][C:6]([NH:8][C:9]1[CH:14]=[C:13]([CH2:15][CH2:16][C:17]([F:20])([F:18])[F:19])[N:12]=[C:11]([C:21]([O:23][CH3:24])=[O:22])[CH:10]=1)=[O:7])([CH3:3])([CH3:4])[CH3:2], predict the reactants needed to synthesize it. (6) The reactants are: [CH3:1][S:2]([NH:5][C:6]1[CH:14]=[CH:13][CH:12]=[CH:11][C:7]=1[C:8]([OH:10])=O)(=[O:4])=[O:3].C(N1C=CN=C1)(N1C=CN=C1)=O.[CH2:27]([O:29][C:30]([CH:32]1[CH2:37][CH2:36][CH2:35][NH:34][CH2:33]1)=[O:31])[CH3:28]. Given the product [CH2:27]([O:29][C:30]([CH:32]1[CH2:37][CH2:36][CH2:35][N:34]([C:8](=[O:10])[C:7]2[CH:11]=[CH:12][CH:13]=[CH:14][C:6]=2[NH:5][S:2]([CH3:1])(=[O:3])=[O:4])[CH2:33]1)=[O:31])[CH3:28], predict the reactants needed to synthesize it. (7) Given the product [S:1]1[CH:5]=[CH:4][CH:3]=[C:2]1[C:6]1[CH:11]=[C:10]([C:12]([N:14]2[CH2:18][CH2:17][O:27][CH2:16][CH2:15]2)=[O:13])[CH:9]=[CH:8][N:7]=1, predict the reactants needed to synthesize it. The reactants are: [S:1]1[CH:5]=[CH:4][CH:3]=[C:2]1[C:6]1[CH:11]=[C:10]([C:12]([N:14]2[CH2:18][CH2:17][CH2:16][CH2:15]2)=[O:13])[CH:9]=[CH:8][N:7]=1.BrC1C=C(C(N2CCOCC2)=[O:27])C=CN=1.C([Sn](CCCC)(CCCC)C1SC=CC=1)CCC. (8) Given the product [CH3:24][O:25][CH2:26][C@@H:27]1[CH2:31][CH2:30][CH2:29][N:28]1[CH2:22][C:16]1([C:13]2[CH:12]=[CH:11][C:10]([O:9][CH2:8][CH2:7][CH2:6][N:1]3[CH2:5][CH2:4][CH2:3][CH2:2]3)=[CH:15][CH:14]=2)[CH2:21][CH2:20][O:19][CH2:18][CH2:17]1, predict the reactants needed to synthesize it. The reactants are: [N:1]1([CH2:6][CH2:7][CH2:8][O:9][C:10]2[CH:15]=[CH:14][C:13]([C:16]3([CH:22]=O)[CH2:21][CH2:20][O:19][CH2:18][CH2:17]3)=[CH:12][CH:11]=2)[CH2:5][CH2:4][CH2:3][CH2:2]1.[CH3:24][O:25][CH2:26][C@@H:27]1[CH2:31][CH2:30][CH2:29][NH:28]1.